Dataset: Reaction yield outcomes from USPTO patents with 853,638 reactions. Task: Predict the reaction yield, written as a fraction of the theoretical maximum amount of product (1.0 means a 100% yield; for example, 0.34 means a 34% yield). (1) The reactants are C(OP([CH2:9][C:10]1[CH:15]=[CH:14][C:13]([N+:16]([O-:18])=[O:17])=[CH:12][C:11]=1[S:19]([O:22][CH2:23][C:24]([CH3:27])([CH3:26])[CH3:25])(=[O:21])=[O:20])(OCC)=O)C.[H-].[Na+].[N+:30]([C:33]1[CH:40]=[CH:39][C:36]([CH:37]=O)=[CH:35][CH:34]=1)([O-:32])=[O:31]. The catalyst is O1CCCC1.C(OCC)(=O)C. The product is [CH3:27][C:24]([CH3:25])([CH3:26])[CH2:23][O:22][S:19]([C:11]1[CH:12]=[C:13]([N+:16]([O-:18])=[O:17])[CH:14]=[CH:15][C:10]=1[CH:9]=[CH:37][C:36]1[CH:39]=[CH:40][C:33]([N+:30]([O-:32])=[O:31])=[CH:34][CH:35]=1)(=[O:20])=[O:21]. The yield is 0.910. (2) The reactants are O1CCCC1.[C:6]1([NH:12][C:13]2[CH:18]=[CH:17][C:16]([CH2:19][C:20](Cl)=[N:21][OH:22])=[CH:15][CH:14]=2)[CH:11]=[CH:10][CH:9]=[CH:8][CH:7]=1.[C:24]([C:26]1[C:27]([NH2:32])=[N:28][CH:29]=[CH:30][CH:31]=1)#[CH:25].C(N(CC)CC)C. The catalyst is O. The product is [C:6]1([NH:12][C:13]2[CH:18]=[CH:17][C:16]([CH2:19][C:20]3[CH:25]=[C:24]([C:26]4[C:27]([NH2:32])=[N:28][CH:29]=[CH:30][CH:31]=4)[O:22][N:21]=3)=[CH:15][CH:14]=2)[CH:11]=[CH:10][CH:9]=[CH:8][CH:7]=1. The yield is 0.240. (3) The reactants are [OH:1][C:2]1[CH:10]=[CH:9][C:5]([C:6]([OH:8])=[O:7])=[CH:4][C:3]=1[O:11][CH3:12].Cl.[CH3:14][CH2:15]O. No catalyst specified. The product is [OH:1][C:2]1[CH:10]=[CH:9][C:5]([C:6]([O:8][CH2:14][CH3:15])=[O:7])=[CH:4][C:3]=1[O:11][CH3:12]. The yield is 0.790. (4) The reactants are CO[C:3](=[O:18])[C:4]1[CH:9]=[C:8]([C:10](=[O:12])[CH3:11])[C:7]([C:13]([F:16])([F:15])[F:14])=[CH:6][C:5]=1[NH2:17].CC[N:21]([CH2:24]C)CC.[CH3:26][S:27]([NH:30]N)(=[O:29])=[O:28].[OH-:32].[Na+].Cl. The catalyst is C1COCC1.CCOC(C)=O. The product is [C:10]([C:8]1[CH:9]=[C:4]2[C:5](=[CH:6][C:7]=1[C:13]([F:14])([F:15])[F:16])[NH:17][C:24](=[O:32])[N:21]([NH:30][S:27]([CH3:26])(=[O:29])=[O:28])[C:3]2=[O:18])(=[O:12])[CH3:11]. The yield is 0.850. (5) The yield is 1.00. The product is [O:1]=[C:2]1[C@H:13]([CH2:14][C:15]([OH:17])=[O:16])[CH2:12][CH2:11][CH2:10][CH2:9][CH2:8][C:7](=[O:22])[O:6][C@H:5]([C:23]2[CH:28]=[CH:27][CH:26]=[CH:25][CH:24]=2)[CH2:4][NH:3]1. The catalyst is C(Cl)Cl. The reactants are [O:1]=[C:2]1[C@H:13]([CH2:14][C:15]([O:17]C(C)(C)C)=[O:16])[CH2:12][CH2:11][CH2:10][CH2:9][CH2:8][C:7](=[O:22])[O:6][C@H:5]([C:23]2[CH:28]=[CH:27][CH:26]=[CH:25][CH:24]=2)[CH2:4][NH:3]1.FC(F)(F)C(O)=O. (6) The reactants are [C:1]12[C:7](=[CH:8][CH:9]=[CH:10][CH:11]=1)[NH:6]C(=O)[O:4][C:2]2=O.[OH-].[Na+].[F:15][C:16]1[CH:17]=[C:18]([CH:20]=[CH:21][C:22]=1[O:23][CH3:24])[NH2:19].C(=O)=O. The catalyst is O1CCOCC1. The product is [NH2:6][C:7]1[CH:8]=[CH:9][CH:10]=[CH:11][C:1]=1[C:2]([NH:19][C:18]1[CH:20]=[CH:21][C:22]([O:23][CH3:24])=[C:16]([F:15])[CH:17]=1)=[O:4]. The yield is 0.390. (7) The reactants are [Cl:1][C:2]1[CH:7]=[CH:6][CH:5]=[C:4]([Cl:8])[C:3]=1[C:9]1[C:13]([CH2:14][O:15][C:16]2[CH:21]=[CH:20][C:19]([C:22]3[CH:23]=[C:24]4[C:29](=[CH:30][CH:31]=3)[C:28]([C:32]([OH:34])=O)=[CH:27][CH:26]=[CH:25]4)=[CH:18][CH:17]=2)=[C:12]([CH:35]([CH3:37])[CH3:36])[O:11][N:10]=1.C(OC(OC(C)(C)C)=O)(OC(C)(C)C)=O.[N:53]1C=CC=CC=1.C(=O)([O-])O.[NH4+]. The catalyst is C(#N)C. The product is [Cl:8][C:4]1[CH:5]=[CH:6][CH:7]=[C:2]([Cl:1])[C:3]=1[C:9]1[C:13]([CH2:14][O:15][C:16]2[CH:21]=[CH:20][C:19]([C:22]3[CH:23]=[C:24]4[C:29](=[CH:30][CH:31]=3)[C:28]([C:32]([NH2:53])=[O:34])=[CH:27][CH:26]=[CH:25]4)=[CH:18][CH:17]=2)=[C:12]([CH:35]([CH3:36])[CH3:37])[O:11][N:10]=1. The yield is 0.980. (8) The reactants are Cl[C:2]1[C:15]2[C:14]3[N:13]=[C:12]([CH3:16])[CH:11]=[CH:10][C:9]=3[C:8]([NH2:17])=[N:7][C:6]=2[CH:5]=[CH:4][CH:3]=1.[CH3:18][C:19]1[CH:20]=[C:21](B(O)O)[CH:22]=[C:23]([CH3:25])[CH:24]=1.COC1C=CC=C(OC)C=1C1C=CC=CC=1P(C1CCCCC1)C1CCCCC1.C(=O)([O-])[O-].[K+].[K+]. The catalyst is COC1C=CC=C(OC)C=1C1C=CC=CC=1P(C1CCCCC1)C1CCCCC1.[Pd].O.O1CCOCC1. The product is [CH3:18][C:19]1[CH:20]=[C:21]([C:2]2[C:15]3[C:14]4[N:13]=[C:12]([CH3:16])[CH:11]=[CH:10][C:9]=4[C:8]([NH2:17])=[N:7][C:6]=3[CH:5]=[CH:4][CH:3]=2)[CH:22]=[C:23]([CH3:25])[CH:24]=1. The yield is 1.00.